Dataset: Forward reaction prediction with 1.9M reactions from USPTO patents (1976-2016). Task: Predict the product of the given reaction. (1) Given the reactants [N:1]1[N:2]=[C:3]([C:10]2[CH:19]=[CH:18][C:17]3[C:12](=[C:13]([O:20][C@H:21]4[CH2:26][CH2:25][N:24]([C:27]([O:29][C:30]([CH3:33])([CH3:32])[CH3:31])=[O:28])[C@H:23]([C:34]([OH:36])=O)[CH2:22]4)[CH:14]=[CH:15][CH:16]=3)[N:11]=2)[N:4]2[CH:9]=[CH:8][CH:7]=[CH:6][C:5]=12.[CH3:37]CN=C=NCCCN(C)C.C1C=C[C:51]2[N:56]([OH:57])N=NC=2C=1.C(N(CC)CC)C.Cl.CN(C)O, predict the reaction product. The product is: [N:1]1[N:2]=[C:3]([C:10]2[CH:19]=[CH:18][C:17]3[C:12](=[C:13]([O:20][C@H:21]4[CH2:26][CH2:25][N:24]([C:27]([O:29][C:30]([CH3:31])([CH3:33])[CH3:32])=[O:28])[C@H:23]([C:34](=[O:36])[N:56]([O:57][CH3:37])[CH3:51])[CH2:22]4)[CH:14]=[CH:15][CH:16]=3)[N:11]=2)[N:4]2[CH:9]=[CH:8][CH:7]=[CH:6][C:5]=12. (2) Given the reactants [CH2:1]([NH:8][C:9](=[O:40])[C:10]1[CH:15]=[CH:14][C:13]([C:16]2[C:21]([NH:22]C(=O)C(C)(C)C)=[N:20][CH:19]=[C:18]([C@@H:29]3[CH2:34][CH2:33][CH2:32][C@@H:31]([S:35]([CH3:38])(=[O:37])=[O:36])[CH2:30]3)[N:17]=2)=[CH:12][C:11]=1[F:39])[C:2]1[CH:7]=[CH:6][CH:5]=[CH:4][CH:3]=1.C(=O)([O-])[O-].[K+].[K+], predict the reaction product. The product is: [NH2:22][C:21]1[C:16]([C:13]2[CH:14]=[CH:15][C:10]([C:9]([NH:8][CH2:1][C:2]3[CH:3]=[CH:4][CH:5]=[CH:6][CH:7]=3)=[O:40])=[C:11]([F:39])[CH:12]=2)=[N:17][C:18]([C@@H:29]2[CH2:34][CH2:33][CH2:32][C@@H:31]([S:35]([CH3:38])(=[O:36])=[O:37])[CH2:30]2)=[CH:19][N:20]=1. (3) Given the reactants [C:1]([C:6]1[CH:11]=[CH:10][CH:9]=[CH:8][CH:7]=1)([CH2:4][CH3:5])([CH3:3])[CH3:2].C1N2CN3CN(C2)CN1C3.FC(F)(F)[C:24](O)=[O:25], predict the reaction product. The product is: [C:1]([C:6]1[CH:7]=[CH:8][C:9]([CH:24]=[O:25])=[CH:10][CH:11]=1)([CH2:4][CH3:5])([CH3:2])[CH3:3]. (4) Given the reactants [ClH:1].N[C@H](C(NC(C1CC1)C(OC)=O)=O)C.C(OC([NH:23][CH:24]([CH2:36][CH3:37])[C:25]([NH:27][CH:28]([CH:33]1[CH2:35][CH2:34]1)[C:29]([O:31][CH3:32])=[O:30])=[O:26])=O)(C)(C)C, predict the reaction product. The product is: [ClH:1].[NH2:23][CH:24]([CH2:36][CH3:37])[C:25]([NH:27][CH:28]([CH:33]1[CH2:35][CH2:34]1)[C:29]([O:31][CH3:32])=[O:30])=[O:26]. (5) Given the reactants [CH3:1][N:2]1[CH2:6][CH2:5][N:4]([CH3:7])[CH:3]1[C:8]1[S:9][CH:10]=[CH:11][CH:12]=1.CN(CCN(C)C)C.[Li]CCCC.Cl[P:27](=[O:34])([O:31][CH2:32][CH3:33])[O:28][CH2:29][CH3:30], predict the reaction product. The product is: [CH2:29]([O:28][P:27]([C:10]1[S:9][C:8]([CH:3]2[N:4]([CH3:7])[CH2:5][CH2:6][N:2]2[CH3:1])=[CH:12][CH:11]=1)(=[O:34])[O:31][CH2:32][CH3:33])[CH3:30]. (6) Given the reactants C([O:8][C@H:9]1[C@@H:17]([C@@H:18]([OH:20])[CH3:19])[O:16][C@H:15]2[C@H:11]([N:12]=[C:13]([N:21](C)[C:22](=O)OC(C)(C)C)[S:14]2)[C@H:10]1[F:30])C1C=CC=CC=1.B(Cl)(Cl)Cl, predict the reaction product. The product is: [F:30][C@@H:10]1[C@H:11]2[N:12]=[C:13]([NH:21][CH3:22])[S:14][C@H:15]2[O:16][C@H:17]([C@@H:18]([OH:20])[CH3:19])[C@@H:9]1[OH:8]. (7) Given the reactants [Cl:1][C:2]1[CH:14]=[C:13]([Cl:15])[C:12]([O:16][C:17]2[N:21]([CH3:22])[N:20]=[C:19]([CH3:23])[C:18]=2[CH2:24][OH:25])=[CH:11][C:3]=1[O:4][C@@H:5]([CH3:10])[C:6]([O:8][CH3:9])=[O:7].[C:26](N1C=CN=C1)([N:28]1[CH:32]=[CH:31]N=C1)=[O:27].C(N)C.Cl, predict the reaction product. The product is: [Cl:1][C:2]1[CH:14]=[C:13]([Cl:15])[C:12]([O:16][C:17]2[N:21]([CH3:22])[N:20]=[C:19]([CH3:23])[C:18]=2[CH2:24][O:25][C:26]([NH:28][CH2:32][CH3:31])=[O:27])=[CH:11][C:3]=1[O:4][C@@H:5]([CH3:10])[C:6]([O:8][CH3:9])=[O:7]. (8) Given the reactants [CH3:1][NH2:2].O.Br[CH2:5][C:6]1[CH:15]=[CH:14][C:13]2[C:8](=[CH:9][CH:10]=[CH:11][CH:12]=2)[CH:7]=1, predict the reaction product. The product is: [CH3:1][NH:2][CH2:5][C:6]1[CH:15]=[CH:14][C:13]2[C:8](=[CH:9][CH:10]=[CH:11][CH:12]=2)[CH:7]=1. (9) The product is: [O:14]=[C:13]1[CH2:12][O:11][C@H:10]2[CH2:15][CH2:16][CH2:17][CH2:18][C@@H:9]2[N:8]1[CH:5]1[CH2:4][CH2:3][N:2]([CH:20]2[CH2:23][CH:22]([C:24]([O:26][CH2:27][CH3:28])=[O:25])[CH2:21]2)[CH2:7][CH2:6]1. Given the reactants [Na].[NH:2]1[CH2:7][CH2:6][CH:5]([N:8]2[C:13](=[O:14])[CH2:12][O:11][C@H:10]3[CH2:15][CH2:16][CH2:17][CH2:18][C@H:9]23)[CH2:4][CH2:3]1.O=[C:20]1[CH2:23][CH:22]([C:24]([O:26][CH2:27][CH3:28])=[O:25])[CH2:21]1.C(N(CC)CC)C.C(=O)(O)[O-].[Na+], predict the reaction product. (10) Given the reactants Cl[C:2]1[N:7]=[N:6][C:5]([N:8]2[CH2:13][CH2:12][O:11][CH2:10][CH2:9]2)=[CH:4][C:3]=1[C:14]1[CH:19]=[CH:18][CH:17]=[CH:16][CH:15]=1.CCOC(C)=O.CCCCCC, predict the reaction product. The product is: [C:14]1([C:3]2[CH:4]=[C:5]([N:8]3[CH2:13][CH2:12][O:11][CH2:10][CH2:9]3)[N:6]=[N:7][CH:2]=2)[CH:15]=[CH:16][CH:17]=[CH:18][CH:19]=1.